Dataset: Catalyst prediction with 721,799 reactions and 888 catalyst types from USPTO. Task: Predict which catalyst facilitates the given reaction. (1) Reactant: S(OC)(O[CH3:5])(=O)=O.[CH3:8][C:9]([CH3:25])([CH3:24])[C:10]([O:12][C:13]1[C:14]([C:20]([O:22][CH3:23])=[O:21])=[N:15][CH:16]=[N:17][C:18]=1[OH:19])=[O:11].C(=O)([O-])[O-].[Cs+].[Cs+]. Product: [CH3:8][C:9]([CH3:25])([CH3:24])[C:10]([O:12][C:13]1[C:18](=[O:19])[N:17]([CH3:5])[CH:16]=[N:15][C:14]=1[C:20]([O:22][CH3:23])=[O:21])=[O:11]. The catalyst class is: 1. (2) The catalyst class is: 2. Product: [CH2:1]([O:5][C:6]1[CH:7]=[C:8]([CH:26]=[CH:27][CH:28]=1)[CH2:9][N:10]1[CH2:14][CH2:13][CH:12]([C:15]2[O:25][C:19]([CH2:20][O:21][C:22](=[O:24])[CH3:23])=[N:18][N:17]=2)[CH2:11]1)[CH:2]([CH3:4])[CH3:3]. Reactant: [CH2:1]([O:5][C:6]1[CH:7]=[C:8]([CH:26]=[CH:27][CH:28]=1)[CH2:9][N:10]1[CH2:14][CH2:13][CH:12]([C:15]([NH:17][NH:18][C:19](=[O:25])[CH2:20][O:21][C:22](=[O:24])[CH3:23])=O)[CH2:11]1)[CH:2]([CH3:4])[CH3:3].C(N(CC)CC)C.[Cl-].ClC1N(C)CC[NH+]1C. (3) Reactant: [F:1][C:2]1([F:37])[O:6][C:5]2[CH:7]=[CH:8][C:9]([C:11]3([C:14]([NH:16][CH:17]4[C:26]5[C:21](=[CH:22][CH:23]=[CH:24][CH:25]=5)[O:20][C@@H:19]([C:27]5[CH:28]=[C:29]([CH:34]=[CH:35][CH:36]=5)[C:30](OC)=[O:31])[CH2:18]4)=[O:15])[CH2:13][CH2:12]3)=[CH:10][C:4]=2[O:3]1.CO.[BH4-].[Na+]. Product: [F:37][C:2]1([F:1])[O:6][C:5]2[CH:7]=[CH:8][C:9]([C:11]3([C:14]([NH:16][CH:17]4[C:26]5[C:21](=[CH:22][CH:23]=[CH:24][CH:25]=5)[O:20][C@@H:19]([C:27]5[CH:36]=[CH:35][CH:34]=[C:29]([CH2:30][OH:31])[CH:28]=5)[CH2:18]4)=[O:15])[CH2:13][CH2:12]3)=[CH:10][C:4]=2[O:3]1. The catalyst class is: 7. (4) Reactant: [Br:1][CH2:2][CH2:3][CH2:4][C:5]([OH:7])=[O:6].[CH2:8](O)[C:9]1[CH:14]=[CH:13][CH:12]=[CH:11][CH:10]=1.C1(P(C2C=CC=CC=2)C2C=CC=CC=2)C=CC=CC=1.N(C(OCC)=O)=NC(OCC)=O. Product: [Br:1][CH2:2][CH2:3][CH2:4][C:5]([O:7][CH2:8][C:9]1[CH:14]=[CH:13][CH:12]=[CH:11][CH:10]=1)=[O:6]. The catalyst class is: 30. (5) Reactant: [C:1]([C:4]1([C:7]2[CH:38]=[CH:37][CH:36]=[CH:35][C:8]=2[CH2:9][CH2:10][C:11]2[C:16]([CH3:17])=[CH:15][N:14]=[C:13]([NH:18][C:19]3[CH:24]=[CH:23][C:22]([CH:25]([NH:27]C(=O)OC(C)(C)C)[CH3:26])=[CH:21][CH:20]=3)[N:12]=2)[CH2:6][CH2:5]1)(=[O:3])[NH2:2].C(O)(C(F)(F)F)=O. Product: [NH2:27][CH:25]([C:22]1[CH:23]=[CH:24][C:19]([NH:18][C:13]2[N:12]=[C:11]([CH2:10][CH2:9][C:8]3[CH:35]=[CH:36][CH:37]=[CH:38][C:7]=3[C:4]3([C:1]([NH2:2])=[O:3])[CH2:6][CH2:5]3)[C:16]([CH3:17])=[CH:15][N:14]=2)=[CH:20][CH:21]=1)[CH3:26]. The catalyst class is: 2. (6) Reactant: [CH3:1][O:2][C:3]1[CH:8]=[CH:7][CH:6]=[CH:5][C:4]=1[C:9]#[C:10][C:11]1[CH:18]=[CH:17][C:16]([O:19][CH3:20])=[CH:15][C:12]=1[CH:13]=O.Cl.[NH2:22][OH:23].C([O-])(=O)C.[Na+].C(=O)([O-])[O-].[K+].[K+]. Product: [CH3:20][O:19][C:16]1[CH:15]=[C:12]2[C:11]([CH:10]=[C:9]([C:4]3[CH:5]=[CH:6][CH:7]=[CH:8][C:3]=3[O:2][CH3:1])[N+:22]([O-:23])=[CH:13]2)=[CH:18][CH:17]=1. The catalyst class is: 40. (7) Reactant: Br[CH2:2][CH2:3][CH:4]=[C:5]1[C:15]2[C:10](=[N:11][CH:12]=[CH:13][CH:14]=2)[O:9][C:8]2[CH:16]=[CH:17][CH:18]=[C:19]([O:20][CH3:21])[C:7]=2[CH2:6]1.[Cl:22][C:23]1[CH:28]=[CH:27][C:26]([C:29]2([OH:35])[CH2:34][CH2:33][NH:32][CH2:31][CH2:30]2)=[CH:25][CH:24]=1.C(=O)([O-])[O-].[K+].[K+].O. Product: [Cl:22][C:23]1[CH:28]=[CH:27][C:26]([C:29]2([OH:35])[CH2:30][CH2:31][N:32]([CH2:2][CH2:3][CH:4]=[C:5]3[C:15]4[C:10](=[N:11][CH:12]=[CH:13][CH:14]=4)[O:9][C:8]4[CH:16]=[CH:17][CH:18]=[C:19]([O:20][CH3:21])[C:7]=4[CH2:6]3)[CH2:33][CH2:34]2)=[CH:25][CH:24]=1. The catalyst class is: 39.